Dataset: Reaction yield outcomes from USPTO patents with 853,638 reactions. Task: Predict the reaction yield, written as a fraction of the theoretical maximum amount of product (1.0 means a 100% yield; for example, 0.34 means a 34% yield). (1) The reactants are [C:1]([O:5][C:6](=[O:32])[NH:7][C:8]1[CH:13]=[CH:12][CH:11]=[C:10]([O:14][C:15]2[CH:20]=[CH:19][C:18]([C:21](=[O:30])[NH:22][C:23]3[CH:28]=[CH:27][CH:26]=[C:25]([Br:29])[CH:24]=3)=[CH:17][C:16]=2[NH2:31])[CH:9]=1)([CH3:4])([CH3:3])[CH3:2].C([C:35]1[C:36]([N:42]=[CH:43][N:44]([CH3:46])C)=[N:37][C:38]([CH3:41])=[CH:39][CH:40]=1)#N.C(OC(=O)NC1C=CC=C(SC2C=CC(C(=O)NC3C=CC=C(Br)C=3)=CC=2N)C=1)(C)(C)C. No catalyst specified. The product is [C:1]([O:5][C:6](=[O:32])[NH:7][C:8]1[CH:13]=[CH:12][CH:11]=[C:10]([O:14][C:15]2[CH:20]=[CH:19][C:18]([C:21](=[O:30])[NH:22][C:23]3[CH:28]=[CH:27][CH:26]=[C:25]([Br:29])[CH:24]=3)=[CH:17][C:16]=2[NH:31][C:46]2[C:35]3[CH:40]=[CH:39][C:38]([CH3:41])=[N:37][C:36]=3[N:42]=[CH:43][N:44]=2)[CH:9]=1)([CH3:4])([CH3:2])[CH3:3]. The yield is 0.440. (2) The product is [C:30]([NH:1][CH2:2][C@@H:3]1[O:7][C:6](=[O:8])[N:5]([C:9]2[CH:14]=[CH:13][C:12]([C:15]([O:17][C:18]([CH3:19])([CH3:21])[CH3:20])=[O:16])=[C:11]([F:22])[CH:10]=2)[CH2:4]1)(=[S:32])[CH3:31]. The catalyst is CN(C=O)C.C(OCC)(=O)C. The yield is 0.840. The reactants are [NH2:1][CH2:2][C@@H:3]1[O:7][C:6](=[O:8])[N:5]([C:9]2[CH:14]=[CH:13][C:12]([C:15]([O:17][C:18]([CH3:21])([CH3:20])[CH3:19])=[O:16])=[C:11]([F:22])[CH:10]=2)[CH2:4]1.C(N(CC)CC)C.[C:30](SCC)(=[S:32])[CH3:31]. (3) The reactants are CN(C(ON1N=NC2C=CC=CC1=2)=[N+](C)C)C.[B-](F)(F)(F)F.[F:23][C:24]1[CH:32]=[CH:31][C:30]([CH:33]2[C:46]3[CH:45]=[CH:44][C:43]4[C:38](=[N:39][CH:40]=[CH:41][CH:42]=4)[C:37]=3[NH:36][S:35](=[O:48])(=[O:47])[N:34]2[CH3:49])=[CH:29][C:25]=1[C:26]([OH:28])=O.[NH:50]1[CH2:55][CH2:54][O:53][CH2:52][CH2:51]1.CCN(C(C)C)C(C)C. The yield is 0.450. The product is [F:23][C:24]1[CH:32]=[CH:31][C:30]([CH:33]2[C:46]3[CH:45]=[CH:44][C:43]4[C:38](=[N:39][CH:40]=[CH:41][CH:42]=4)[C:37]=3[NH:36][S:35](=[O:47])(=[O:48])[N:34]2[CH3:49])=[CH:29][C:25]=1[C:26]([N:50]1[CH2:55][CH2:54][O:53][CH2:52][CH2:51]1)=[O:28]. The catalyst is C(Cl)Cl.O.